Dataset: Reaction yield outcomes from USPTO patents with 853,638 reactions. Task: Predict the reaction yield, written as a fraction of the theoretical maximum amount of product (1.0 means a 100% yield; for example, 0.34 means a 34% yield). (1) The reactants are [C:1]([O:5][C:6](=[O:18])[NH:7][CH2:8][C:9]1[S:10][CH:11]=[C:12]([Sn](C)(C)C)[N:13]=1)([CH3:4])([CH3:3])[CH3:2].Cl.I[C:21]1[CH:22]=[C:23]2[C:28](=[CH:29][CH:30]=1)[N:27]=[CH:26][N:25]=[C:24]2[NH:31][C:32]1[CH:37]=[CH:36][C:35]([O:38][C:39]2[CH:40]=[N:41][C:42]([CH3:45])=[CH:43][CH:44]=2)=[C:34]([CH3:46])[CH:33]=1.CCN(C(C)C)C(C)C.CCOC(C)=O.CO. The catalyst is CN(C=O)C.Cl[Pd](Cl)([P](C1C=CC=CC=1)(C1C=CC=CC=1)C1C=CC=CC=1)[P](C1C=CC=CC=1)(C1C=CC=CC=1)C1C=CC=CC=1. The product is [C:1]([O:5][C:6](=[O:18])[NH:7][CH2:8][C:9]1[S:10][CH:11]=[C:12]([C:21]2[CH:22]=[C:23]3[C:28](=[CH:29][CH:30]=2)[N:27]=[CH:26][N:25]=[C:24]3[NH:31][C:32]2[CH:37]=[CH:36][C:35]([O:38][C:39]3[CH:40]=[N:41][C:42]([CH3:45])=[CH:43][CH:44]=3)=[C:34]([CH3:46])[CH:33]=2)[N:13]=1)([CH3:4])([CH3:3])[CH3:2]. The yield is 0.280. (2) The reactants are N(C(OCC)=O)=NC(OCC)=O.[OH:13][CH2:14][C:15]1[N:19]2[C:20](=[O:36])[N:21]([CH:23]3[CH2:28][CH2:27][N:26]([C:29]([O:31][C:32]([CH3:35])([CH3:34])[CH3:33])=[O:30])[CH2:25][CH2:24]3)[CH2:22][C:18]2=[CH:17][N:16]=1.[C:37]([NH:40][C@H:41]([C:45](O)=[O:46])[CH:42]([CH3:44])[CH3:43])(=[O:39])[CH3:38].C1(P(C2C=CC=CC=2)C2C=CC=CC=2)C=CC=CC=1. The yield is 0.420. The product is [C:37]([NH:40][C@H:41]([C:45]([O:13][CH2:14][C:15]1[N:19]2[C:20](=[O:36])[N:21]([CH:23]3[CH2:24][CH2:25][N:26]([C:29]([O:31][C:32]([CH3:33])([CH3:35])[CH3:34])=[O:30])[CH2:27][CH2:28]3)[CH2:22][C:18]2=[CH:17][N:16]=1)=[O:46])[CH:42]([CH3:44])[CH3:43])(=[O:39])[CH3:38]. The catalyst is C1(C)C=CC=CC=1.C1COCC1.C(OCC)(=O)C.O. (3) The reactants are OC(C(F)(F)F)=O.[CH2:8]1[C:17]2[C:12](=[CH:13][C:14]([CH:18]([NH:20][C:21](=[O:23])[CH3:22])[CH3:19])=[CH:15][CH:16]=2)[CH2:11][CH2:10][NH:9]1.Br[CH2:25][C:26]1[CH:31]=[CH:30][C:29]([O:32][CH2:33][CH3:34])=[CH:28][C:27]=1[CH3:35]. No catalyst specified. The product is [CH2:33]([O:32][C:29]1[CH:30]=[CH:31][C:26]([CH2:25][N:9]2[CH2:10][CH2:11][C:12]3[C:17](=[CH:16][CH:15]=[C:14]([CH:18]([NH:20][C:21](=[O:23])[CH3:22])[CH3:19])[CH:13]=3)[CH2:8]2)=[C:27]([CH3:35])[CH:28]=1)[CH3:34]. The yield is 0.400.